This data is from Peptide-MHC class I binding affinity with 185,985 pairs from IEDB/IMGT. The task is: Regression. Given a peptide amino acid sequence and an MHC pseudo amino acid sequence, predict their binding affinity value. This is MHC class I binding data. The peptide sequence is FLKEQHCQK. The MHC is HLA-A11:01 with pseudo-sequence HLA-A11:01. The binding affinity (normalized) is 0.109.